This data is from Forward reaction prediction with 1.9M reactions from USPTO patents (1976-2016). The task is: Predict the product of the given reaction. (1) Given the reactants [CH3:1][C:2]1[C:10]2[C:9](O)=[CH:8][CH:7]=[N:6][C:5]=2[S:4][CH:3]=1.P(Br)(Br)([Br:14])=O, predict the reaction product. The product is: [Br:14][C:9]1[CH:8]=[CH:7][N:6]=[C:5]2[S:4][CH:3]=[C:2]([CH3:1])[C:10]=12. (2) Given the reactants [N:1]1[CH:6]=[CH:5][CH:4]=[C:3]([C:7]2[CH:8]=[C:9]([S:12](Cl)(=[O:14])=[O:13])[S:10][CH:11]=2)[CH:2]=1.Cl.[NH2:17][C@H:18]1[CH2:22][CH2:21][N:20]([CH2:23][C:24]2[CH:33]=[C:32]3[C:27]([CH:28]=[CH:29][N:30]=[C:31]3[Cl:34])=[CH:26][CH:25]=2)[C:19]1=[O:35], predict the reaction product. The product is: [Cl:34][C:31]1[C:32]2[C:27](=[CH:26][CH:25]=[C:24]([CH2:23][N:20]3[CH2:21][CH2:22][C@H:18]([NH:17][S:12]([C:9]4[S:10][CH:11]=[C:7]([C:3]5[CH:2]=[N:1][CH:6]=[CH:5][CH:4]=5)[CH:8]=4)(=[O:14])=[O:13])[C:19]3=[O:35])[CH:33]=2)[CH:28]=[CH:29][N:30]=1. (3) Given the reactants [C:1]([O:5][C:6]([NH:8][CH2:9][C@H:10]1[CH2:15][CH2:14][C@H:13]([C:16]([NH:18][C@H:19]([C:37](=[O:49])[NH:38][C:39]2[CH:48]=[CH:47][C:42]3[NH:43][C:44](=[O:46])[NH:45][C:41]=3[CH:40]=2)[CH2:20][C:21]2[CH:26]=[CH:25][C:24]([C:27]3[CH:32]=[CH:31][C:30]([C:33](O)=[O:34])=[CH:29][C:28]=3[CH3:36])=[CH:23][CH:22]=2)=[O:17])[CH2:12][CH2:11]1)=[O:7])([CH3:4])([CH3:3])[CH3:2].Cl.[NH2:51][C@@H:52]1[CH2:56][C@@H:55]([CH2:57][OH:58])[NH:54][C:53]1=[O:59].C(N(CC)C(C)C)(C)C.C(P1(=O)OP(=O)(CCC)OP(=O)(CCC)O1)CC.F[P-](F)(F)(F)(F)F.CN(C(ON1C2=NC=CC=C2N=N1)=[N+](C)C)C, predict the reaction product. The product is: [OH:58][CH2:57][C@H:55]1[NH:54][C:53](=[O:59])[C@H:52]([NH:51][C:33]([C:30]2[CH:31]=[CH:32][C:27]([C:24]3[CH:23]=[CH:22][C:21]([CH2:20][C@H:19]([NH:18][C:16]([C@H:13]4[CH2:12][CH2:11][C@H:10]([CH2:9][NH:8][C:6](=[O:7])[O:5][C:1]([CH3:4])([CH3:2])[CH3:3])[CH2:15][CH2:14]4)=[O:17])[C:37](=[O:49])[NH:38][C:39]4[CH:48]=[CH:47][C:42]5[NH:43][C:44](=[O:46])[NH:45][C:41]=5[CH:40]=4)=[CH:26][CH:25]=3)=[C:28]([CH3:36])[CH:29]=2)=[O:34])[CH2:56]1. (4) Given the reactants [CH2:1]([O:3][C:4]([O:6][CH2:7][CH2:8][CH2:9][C:10]([CH3:21])([CH3:20])[CH2:11][O:12][S:13]([CH2:16][CH2:17][CH2:18]Cl)(=[O:15])=[O:14])=[O:5])[CH3:2].[N-:22]=[N+:23]=[N-:24].[Na+], predict the reaction product. The product is: [CH2:1]([O:3][C:4]([O:6][CH2:7][CH2:8][CH2:9][C:10]([CH3:21])([CH3:20])[CH2:11][O:12][S:13]([CH2:16][CH2:17][CH2:18][N:22]=[N+:23]=[N-:24])(=[O:15])=[O:14])=[O:5])[CH3:2]. (5) Given the reactants [OH-:1].[Na+].[C:3]([CH2:5][O:6][C:7]1[CH:12]=[C:11]([CH3:13])[C:10]([C:14]2[CH:22]=[CH:21][C:20]([F:23])=[C:19]3[C:15]=2[CH2:16][CH2:17][C@H:18]3[O:24][C:25]2[CH:38]=[CH:37][C:28]3[C@H:29]([CH2:32][C:33]([O:35]C)=[O:34])[CH2:30][O:31][C:27]=3[CH:26]=2)=[C:9]([CH3:39])[CH:8]=1)#N.[CH3:40][OH:41], predict the reaction product. The product is: [F:23][C:20]1[CH:21]=[CH:22][C:14]([C:10]2[C:9]([CH3:39])=[CH:8][C:7]([O:6][CH2:5][C:3]([O:41][CH3:40])=[O:1])=[CH:12][C:11]=2[CH3:13])=[C:15]2[C:19]=1[C@H:18]([O:24][C:25]1[CH:38]=[CH:37][C:28]3[C@H:29]([CH2:32][C:33]([OH:35])=[O:34])[CH2:30][O:31][C:27]=3[CH:26]=1)[CH2:17][CH2:16]2. (6) Given the reactants O[N:2]=[C:3]([CH2:7][C:8]1[S:9][CH:10]=[C:11]([C:13]2[CH:18]=[CH:17][CH:16]=[CH:15][CH:14]=2)[CH:12]=1)C(O)=O.O, predict the reaction product. The product is: [C:13]1([C:11]2[CH:12]=[C:8]([CH2:7][C:3]#[N:2])[S:9][CH:10]=2)[CH:14]=[CH:15][CH:16]=[CH:17][CH:18]=1.